From a dataset of Catalyst prediction with 721,799 reactions and 888 catalyst types from USPTO. Predict which catalyst facilitates the given reaction. Reactant: B(Br)(Br)Br.[F:5][C:6]1[CH:7]=[C:8]([CH:32]=[CH:33][C:34]=1[O:35]C)[C:9]([NH:11][NH:12][C:13]([C:15]1[O:16][CH:17]=[C:18]([C:26]2[CH:31]=[CH:30][CH:29]=[CH:28][CH:27]=2)[C:19]=1[C:20]1[CH:25]=[CH:24][CH:23]=[CH:22][CH:21]=1)=[O:14])=[O:10].ClCCl. The catalyst class is: 6. Product: [F:5][C:6]1[CH:7]=[C:8]([CH:32]=[CH:33][C:34]=1[OH:35])[C:9]([NH:11][NH:12][C:13]([C:15]1[O:16][CH:17]=[C:18]([C:26]2[CH:27]=[CH:28][CH:29]=[CH:30][CH:31]=2)[C:19]=1[C:20]1[CH:21]=[CH:22][CH:23]=[CH:24][CH:25]=1)=[O:14])=[O:10].